This data is from Forward reaction prediction with 1.9M reactions from USPTO patents (1976-2016). The task is: Predict the product of the given reaction. (1) Given the reactants [CH3:1][CH:2]([CH3:34])[CH2:3][C@@H:4]([NH:12][CH2:13][C:14]1[CH:19]=[CH:18][N:17]=[C:16]2[N:20](C(OC(C)(C)C)=O)[CH:21]=[C:22]([C:23]([O:25]C)=[O:24])[C:15]=12)[C:5](=[O:11])[N:6]1[CH2:10][CH2:9][CH2:8][CH2:7]1.[OH-].[Na+], predict the reaction product. The product is: [CH3:1][CH:2]([CH3:34])[CH2:3][C@@H:4]([NH:12][CH2:13][C:14]1[CH:19]=[CH:18][N:17]=[C:16]2[NH:20][CH:21]=[C:22]([C:23]([OH:25])=[O:24])[C:15]=12)[C:5](=[O:11])[N:6]1[CH2:10][CH2:9][CH2:8][CH2:7]1. (2) Given the reactants [C:1]([Cu])#[N:2].[C-]#N.[Na+].[CH3:7][O:8][C:9](=[O:18])[C:10]1[CH:15]=[C:14](N)[CH:13]=[CH:12][C:11]=1[CH3:17].N([O-])=O.[Na+].[C-]#N.[Na+].C([Cu])#N, predict the reaction product. The product is: [CH3:7][O:8][C:9](=[O:18])[C:10]1[CH:15]=[C:14]([C:1]#[N:2])[CH:13]=[CH:12][C:11]=1[CH3:17]. (3) Given the reactants [CH2:1]([O:8][C:9]1([C:13]2[S:14][CH:15]=[CH:16][N:17]=2)[CH2:12][CH2:11][CH2:10]1)[C:2]1[CH:7]=[CH:6][CH:5]=[CH:4][CH:3]=1.[CH3:18][Sn:19](Cl)([CH3:21])[CH3:20], predict the reaction product. The product is: [CH2:1]([O:8][C:9]1([C:13]2[S:14][C:15]([Sn:19]([CH3:21])([CH3:20])[CH3:18])=[CH:16][N:17]=2)[CH2:10][CH2:11][CH2:12]1)[C:2]1[CH:3]=[CH:4][CH:5]=[CH:6][CH:7]=1. (4) Given the reactants [Br:1][C:2]1[C:3]([O:20][CH3:21])=[C:4]([CH2:8][N:9]2C(=O)C3C(=CC=CC=3)C2=O)[CH:5]=[CH:6][CH:7]=1.O.NN, predict the reaction product. The product is: [Br:1][C:2]1[C:3]([O:20][CH3:21])=[C:4]([CH2:8][NH2:9])[CH:5]=[CH:6][CH:7]=1. (5) Given the reactants [CH3:1][O:2][C:3]1[CH:4]=[C:5]([CH:9]([CH:14]2[CH2:19][CH2:18][N:17]([C:20]3[N:25]=[CH:24][CH:23]=[CH:22][N:21]=3)[CH2:16][CH2:15]2)[C:10]([O:12]C)=[O:11])[CH:6]=[CH:7][CH:8]=1.[OH-].[K+].Cl, predict the reaction product. The product is: [CH3:1][O:2][C:3]1[CH:4]=[C:5]([CH:9]([CH:14]2[CH2:19][CH2:18][N:17]([C:20]3[N:21]=[CH:22][CH:23]=[CH:24][N:25]=3)[CH2:16][CH2:15]2)[C:10]([OH:12])=[O:11])[CH:6]=[CH:7][CH:8]=1. (6) Given the reactants Br[C:2]1[CH:11]=[C:10]2[C:5]([C:6]([CH3:13])([CH3:12])[CH2:7][CH2:8][O:9]2)=[CH:4][CH:3]=1.C([Li])CCC.CON(C)[C:22](=[O:28])[CH2:23][CH2:24][CH2:25][CH2:26][CH3:27], predict the reaction product. The product is: [CH3:12][C:6]1([CH3:13])[C:5]2[C:10](=[CH:11][C:2]([C:22](=[O:28])[CH2:23][CH2:24][CH2:25][CH2:26][CH3:27])=[CH:3][CH:4]=2)[O:9][CH2:8][CH2:7]1. (7) Given the reactants Br[C:2]1[CH:3]=[C:4]([N+:16]([O-:18])=[O:17])[C:5]([NH:8][C:9]2[CH:14]=[CH:13][CH:12]=[C:11]([NH2:15])[CH:10]=2)=[N:6][CH:7]=1.[F:19][C:20]1[CH:25]=[CH:24][C:23](B(O)O)=[CH:22][CH:21]=1, predict the reaction product. The product is: [F:19][C:20]1[CH:25]=[CH:24][C:23]([C:2]2[CH:3]=[C:4]([N+:16]([O-:18])=[O:17])[C:5]([NH:8][C:9]3[CH:14]=[CH:13][CH:12]=[C:11]([NH2:15])[CH:10]=3)=[N:6][CH:7]=2)=[CH:22][CH:21]=1. (8) The product is: [NH2:1][C:2]1[C:7]([C:8]2[C:9]([O:14][CH3:15])=[N:10][CH:11]=[CH:12][CH:13]=2)=[CH:6][C:5]([C:16]([CH3:17])([CH3:18])[CH3:19])=[CH:4][C:3]=1[CH2:20][CH2:21][C:22]1[CH:23]=[CH:24][C:25]([NH:28][S:29]([CH3:32])(=[O:31])=[O:30])=[CH:26][CH:27]=1. Given the reactants [NH2:1][C:2]1[C:7]([C:8]2[C:9]([O:14][CH3:15])=[N:10][CH:11]=[CH:12][CH:13]=2)=[CH:6][C:5]([C:16]([CH3:19])([CH3:18])[CH3:17])=[CH:4][C:3]=1[C:20]#[C:21][C:22]1[CH:27]=[CH:26][C:25]([NH:28][S:29]([CH3:32])(=[O:31])=[O:30])=[CH:24][CH:23]=1.[H][H], predict the reaction product.